Dataset: Forward reaction prediction with 1.9M reactions from USPTO patents (1976-2016). Task: Predict the product of the given reaction. (1) Given the reactants [NH2:1][C:2]1[CH:7]=[CH:6][NH:5][C:4](=[O:8])[N:3]=1.[H-].[Na+].Br[CH2:12][CH2:13][CH2:14][CH2:15][CH2:16][N:17]1[C:26]2[C:21]([C:22](=[O:28])[NH:23][C:24](=[O:27])[N:25]=2)=[N:20][C:19]2[CH:29]=[C:30]([CH3:34])[C:31]([CH3:33])=[CH:32][C:18]1=2, predict the reaction product. The product is: [NH2:1][C:2]1[CH:7]=[CH:6][N:5]([CH2:12][CH2:13][CH2:14][CH2:15][CH2:16][N:17]2[C:26]3[C:21]([C:22](=[O:28])[NH:23][C:24](=[O:27])[N:25]=3)=[N:20][C:19]3[CH:29]=[C:30]([CH3:34])[C:31]([CH3:33])=[CH:32][C:18]2=3)[C:4](=[O:8])[N:3]=1. (2) Given the reactants [CH3:1][C:2]12[CH2:27][CH:6]([N:7]([C:9]([C:11]3[CH:26]=[CH:25][C:14]([O:15][CH:16]4[CH2:21][CH2:20][CH:19]([C:22](O)=[O:23])[CH2:18][CH2:17]4)=[CH:13][CH:12]=3)=[O:10])[CH2:8]1)[CH2:5][C:4]([CH3:29])([CH3:28])[CH2:3]2.S(Cl)(Cl)=O.C[N:35](C=O)C, predict the reaction product. The product is: [CH3:1][C:2]12[CH2:27][CH:6]([N:7]([C:9]([C:11]3[CH:26]=[CH:25][C:14]([O:15][CH:16]4[CH2:21][CH2:20][CH:19]([C:22]([NH2:35])=[O:23])[CH2:18][CH2:17]4)=[CH:13][CH:12]=3)=[O:10])[CH2:8]1)[CH2:5][C:4]([CH3:29])([CH3:28])[CH2:3]2. (3) Given the reactants [Br:1][C:2]1[S:3][CH:4]=[C:5]([C:7]([OH:9])=O)[N:6]=1.[NH2:10][CH2:11][CH2:12][CH2:13][OH:14].Cl.CN(C)CCCN=C=NCC.ON1C2C=CC=CC=2N=N1.C(N(C(C)C)CC)(C)C, predict the reaction product. The product is: [Br:1][C:2]1[S:3][CH:4]=[C:5]([C:7]([NH:10][CH2:11][CH2:12][CH2:13][OH:14])=[O:9])[N:6]=1. (4) Given the reactants Cl.[NH:2]1[CH:6]=[C:5]([CH:7](O)[CH2:8][CH2:9][CH:10]([C:17]2[CH:22]=[CH:21][CH:20]=[CH:19][CH:18]=2)[C:11]2[CH:16]=[CH:15][CH:14]=[CH:13][CH:12]=2)[N:4]=[CH:3]1.CS(O)(=O)=O.[OH-].[Na+], predict the reaction product. The product is: [C:11]1([CH:10]2[C:17]3[C:22](=[CH:21][CH:20]=[CH:19][CH:18]=3)[CH:7]([C:5]3[N:4]=[CH:3][NH:2][CH:6]=3)[CH2:8][CH2:9]2)[CH:16]=[CH:15][CH:14]=[CH:13][CH:12]=1. (5) Given the reactants [N:1]1[CH:6]=[CH:5][C:4]([N:7]2[CH2:12][CH2:11][CH:10]([C:13](Cl)=[O:14])[CH2:9][CH2:8]2)=[CH:3][CH:2]=1.[Br:16][C:17]1[CH:18]=[C:19]2[C:24](=[CH:25][CH:26]=1)[CH:23]=[C:22]([S:27]([N:30]1[CH2:35][CH2:34][NH:33][CH:32]([C:36]([O:38][CH2:39][CH3:40])=[O:37])[CH2:31]1)(=[O:29])=[O:28])[CH:21]=[CH:20]2, predict the reaction product. The product is: [Br:16][C:17]1[CH:18]=[C:19]2[C:24](=[CH:25][CH:26]=1)[CH:23]=[C:22]([S:27]([N:30]1[CH2:35][CH2:34][N:33]([C:13]([CH:10]3[CH2:11][CH2:12][N:7]([C:4]4[CH:5]=[CH:6][N:1]=[CH:2][CH:3]=4)[CH2:8][CH2:9]3)=[O:14])[CH:32]([C:36]([O:38][CH2:39][CH3:40])=[O:37])[CH2:31]1)(=[O:28])=[O:29])[CH:21]=[CH:20]2. (6) Given the reactants C=O.[CH2:3]([O:10][C:11]1[CH:12]=[C:13]([CH2:19][CH:20]([NH:22][C:23](=[O:25])[CH3:24])[CH3:21])[CH:14]=[CH:15][C:16]=1[O:17][CH3:18])[C:4]1[CH:9]=[CH:8][CH:7]=[CH:6][CH:5]=1.O.[C:27](OCC)(=O)C, predict the reaction product. The product is: [CH2:3]([O:10][C:11]1[CH:12]=[C:13]2[C:14](=[CH:15][C:16]=1[O:17][CH3:18])[CH2:27][N:22]([C:23](=[O:25])[CH3:24])[CH:20]([CH3:21])[CH2:19]2)[C:4]1[CH:9]=[CH:8][CH:7]=[CH:6][CH:5]=1.